This data is from Forward reaction prediction with 1.9M reactions from USPTO patents (1976-2016). The task is: Predict the product of the given reaction. (1) Given the reactants [CH2:1]([O:8][C:9]([N:11]1[CH2:15][C:14](=[N:16][O:17][CH3:18])[CH:13]([CH2:19][OH:20])[CH2:12]1)=[O:10])[C:2]1[CH:7]=[CH:6][CH:5]=[CH:4][CH:3]=1.CCN(CC)CC.[S:28](Cl)([C:31]1[CH:37]=[CH:36][C:34]([CH3:35])=[CH:33][CH:32]=1)(=[O:30])=[O:29], predict the reaction product. The product is: [CH2:1]([O:8][C:9]([N:11]1[CH2:12][CH:13]([CH2:19][O:20][S:28]([C:31]2[CH:37]=[CH:36][C:34]([CH3:35])=[CH:33][CH:32]=2)(=[O:30])=[O:29])[C:14](=[N:16][O:17][CH3:18])[CH2:15]1)=[O:10])[C:2]1[CH:7]=[CH:6][CH:5]=[CH:4][CH:3]=1. (2) Given the reactants [F:1][C:2]1[CH:3]=[C:4]([N:9]2[CH2:13][C@H:12]([CH2:14][O:15][C:16](=[O:18])[CH3:17])[O:11][C:10]2=[O:19])[CH:5]=[CH:6][C:7]=1I.C(=O)([O-])[O-].[K+].[K+].C(O)(=O)C.O, predict the reaction product. The product is: [F:1][C:2]1[CH:3]=[C:4]([N:9]2[CH2:13][C@H:12]([CH2:14][O:15][C:16](=[O:18])[CH3:17])[O:11][C:10]2=[O:19])[CH:5]=[CH:6][CH:7]=1. (3) Given the reactants [NH2:1][CH2:2][C:3]([C:5]1[CH:10]=[CH:9][CH:8]=[CH:7][CH:6]=1)=[O:4].[NH2:11][C:12]1[CH:25]=[CH:24][C:23]([N+]([O-])=O)=[CH:22][C:13]=1[C:14](C1C=CC=CC=1)=[O:15], predict the reaction product. The product is: [NH2:11][C:12]1[CH:25]=[CH:24][CH:23]=[CH:22][C:13]=1[CH:14]=[O:15].[NH2:1][CH2:2][C:3]([C:5]1[CH:10]=[CH:9][CH:8]=[CH:7][CH:6]=1)=[O:4]. (4) Given the reactants [CH3:1][C@H:2]1[N:7]([S:8]([C:11]2[CH:16]=[CH:15][CH:14]=[C:13]([C:17]([OH:23])([CH3:22])[C:18]([F:21])([F:20])[F:19])[CH:12]=2)(=[O:10])=[O:9])[CH2:6][CH2:5][N:4]([C:24]2[CH:31]=[CH:30][C:27]([C:28]#[N:29])=[CH:26][C:25]=2[C:32]([F:35])([F:34])[F:33])[CH2:3]1.C1COCC1.[BH4-].[Na+], predict the reaction product. The product is: [NH2:29][CH2:28][C:27]1[CH:30]=[CH:31][C:24]([N:4]2[CH2:5][CH2:6][N:7]([S:8]([C:11]3[CH:12]=[C:13]([C:17]([OH:23])([CH3:22])[C:18]([F:19])([F:20])[F:21])[CH:14]=[CH:15][CH:16]=3)(=[O:10])=[O:9])[C@H:2]([CH3:1])[CH2:3]2)=[C:25]([C:32]([F:33])([F:34])[F:35])[CH:26]=1. (5) Given the reactants C(Cl)(=O)C(Cl)=O.CS(C)=O.[OH:11][CH2:12][C:13]1[C:18](=[O:19])[CH:17]=[CH:16][N:15]([C:20]2[CH:25]=[CH:24][CH:23]=[C:22]([C:26]([F:29])([F:28])[F:27])[CH:21]=2)[N:14]=1.CCN(CC)CC, predict the reaction product. The product is: [O:19]=[C:18]1[CH:17]=[CH:16][N:15]([C:20]2[CH:25]=[CH:24][CH:23]=[C:22]([C:26]([F:29])([F:28])[F:27])[CH:21]=2)[N:14]=[C:13]1[CH:12]=[O:11]. (6) Given the reactants [CH3:1][Al](C)C.[Br:5][C:6]1[CH:7]=[C:8]2[C:19](=[CH:20][CH:21]=1)[O:18][C:11]1([CH2:16][CH2:15][N:14]([CH3:17])[CH2:13][CH2:12]1)[CH2:10][C:9]2=[O:22], predict the reaction product. The product is: [Br:5][C:6]1[CH:7]=[C:8]2[C:19](=[CH:20][CH:21]=1)[O:18][C:11]1([CH2:16][CH2:15][N:14]([CH3:17])[CH2:13][CH2:12]1)[CH2:10][C:9]2([CH3:1])[OH:22].